Task: Predict the reactants needed to synthesize the given product.. Dataset: Full USPTO retrosynthesis dataset with 1.9M reactions from patents (1976-2016) (1) The reactants are: [CH3:1][O:2][CH:3]([O:7][CH3:8])[C:4](=[O:6])[CH3:5].CO[CH:11](OC)[N:12]([CH3:14])[CH3:13]. Given the product [CH3:1][O:2][CH:3]([O:7][CH3:8])[C:4](=[O:6])[CH:5]=[CH:11][N:12]([CH3:14])[CH3:13], predict the reactants needed to synthesize it. (2) The reactants are: [CH:1]([C:3]1[CH:4]=[C:5]2[C:9](=[CH:10][CH:11]=1)[N:8]([C:12]([N:14]([CH3:16])[CH3:15])=[O:13])[CH:7]=[CH:6]2)=[O:2].[C:17]1([Mg]Br)[CH:22]=[CH:21][CH:20]=[CH:19][CH:18]=1. Given the product [OH:2][CH:1]([C:17]1[CH:22]=[CH:21][CH:20]=[CH:19][CH:18]=1)[C:3]1[CH:4]=[C:5]2[C:9](=[CH:10][CH:11]=1)[N:8]([C:12]([N:14]([CH3:16])[CH3:15])=[O:13])[CH:7]=[CH:6]2, predict the reactants needed to synthesize it.